This data is from Reaction yield outcomes from USPTO patents with 853,638 reactions. The task is: Predict the reaction yield, written as a fraction of the theoretical maximum amount of product (1.0 means a 100% yield; for example, 0.34 means a 34% yield). (1) The reactants are [CH3:1][C:2]1[O:3][C:4]2[CH:10]=[C:9]([CH:11]=[C:12]3[S:16][C:15](SC)=[N:14][C:13]3=[O:19])[CH:8]=[CH:7][C:5]=2[N:6]=1.[N:20]1([CH2:26][CH2:27][NH2:28])[CH2:25][CH2:24][CH2:23][CH2:22][CH2:21]1.C(OCC)C. The catalyst is C(O)C. The product is [CH3:1][C:2]1[O:3][C:4]2[CH:10]=[C:9]([CH:11]=[C:12]3[S:16][C:15](=[N:28][CH2:27][CH2:26][N:20]4[CH2:25][CH2:24][CH2:23][CH2:22][CH2:21]4)[NH:14][C:13]3=[O:19])[CH:8]=[CH:7][C:5]=2[N:6]=1. The yield is 0.530. (2) The reactants are [F:1][C:2]([F:14])([F:13])[C:3]1[CH:4]=[C:5]2[C:9](=[CH:10][CH:11]=1)[C@@H:8]([OH:12])[CH2:7][CH2:6]2.[CH3:15][O:16][C:17](=[O:29])[CH2:18][C@H:19]1[C:23]2[CH:24]=[CH:25][C:26](O)=[CH:27][C:22]=2[O:21][CH2:20]1. No catalyst specified. The product is [CH3:15][O:16][C:17](=[O:29])[CH2:18][C@H:19]1[C:23]2[CH:24]=[CH:25][C:26]([O:12][C@H:8]3[C:9]4[C:5](=[CH:4][C:3]([C:2]([F:13])([F:14])[F:1])=[CH:11][CH:10]=4)[CH2:6][CH2:7]3)=[CH:27][C:22]=2[O:21][CH2:20]1. The yield is 0.520. (3) The reactants are [CH3:1][O:2][C:3]1[CH:4]=[C:5]2[C:10](=[CH:11][C:12]=1[OH:13])[N:9]=[CH:8][CH:7]=[C:6]2[O:14][C:15]1[C:16]([C:23]2[CH:28]=[CH:27][CH:26]=[C:25]([CH3:29])[N:24]=2)=[N:17][C:18]([CH3:22])=[C:19]([CH3:21])[CH:20]=1.C(=O)([O-])[O-].[K+].[K+].Br[CH2:37][CH2:38][Cl:39]. The catalyst is CN(C)C=O. The product is [Cl:39][CH2:38][CH2:37][O:13][C:12]1[CH:11]=[C:10]2[C:5]([C:6]([O:14][C:15]3[C:16]([C:23]4[CH:28]=[CH:27][CH:26]=[C:25]([CH3:29])[N:24]=4)=[N:17][C:18]([CH3:22])=[C:19]([CH3:21])[CH:20]=3)=[CH:7][CH:8]=[N:9]2)=[CH:4][C:3]=1[O:2][CH3:1]. The yield is 1.00. (4) The reactants are Cl[C:2]1[N:7]2[N:8]=[C:9]([CH2:11][CH3:12])[N:10]=[C:6]2[C:5]2[CH:13]=[C:14]([Cl:17])[CH:15]=[N:16][C:4]=2[N:3]=1.[CH3:18][N:19]1[CH2:24][CH2:23][NH:22][CH2:21][CH2:20]1. The catalyst is C(Cl)Cl. The product is [Cl:17][C:14]1[CH:15]=[N:16][C:4]2[N:3]=[C:2]([N:22]3[CH2:23][CH2:24][N:19]([CH3:18])[CH2:20][CH2:21]3)[N:7]3[N:8]=[C:9]([CH2:11][CH3:12])[N:10]=[C:6]3[C:5]=2[CH:13]=1. The yield is 0.420. (5) The reactants are [N:1]([C:4]1[CH:9]=[CH:8][C:7]([S:10]([NH2:13])(=[O:12])=[O:11])=[CH:6][CH:5]=1)=[C:2]=[S:3].[Si:14](Cl)([C:17]([CH3:20])([CH3:19])[CH3:18])([CH3:16])[CH3:15].[H-].[Na+].O. The catalyst is C1COCC1. The product is [N:1]([C:4]1[CH:5]=[CH:6][C:7]([S:10]([NH:13][Si:14]([C:17]([CH3:20])([CH3:19])[CH3:18])([CH3:16])[CH3:15])(=[O:11])=[O:12])=[CH:8][CH:9]=1)=[C:2]=[S:3]. The yield is 0.800. (6) The reactants are [C:1]([O:5][C:6]([NH:8][CH:9]([C:13]1[CH:18]=[CH:17][C:16]([F:19])=[CH:15][CH:14]=1)[C:10]([OH:12])=[O:11])=[O:7])([CH3:4])([CH3:3])[CH3:2].C(=NC1CCCCC1)=NC1CCCCC1.N1(O)C2C=CC=CC=2N=N1.[N:45]12[CH2:52][CH2:51][CH:48]([CH2:49][CH2:50]1)[C@@H:47](O)[CH2:46]2. The catalyst is C1COCC1. The product is [C:1]([O:5][C:6]([NH:8][CH:9]([C:13]1[CH:18]=[CH:17][C:16]([F:19])=[CH:15][CH:14]=1)[C:10]([O:12][C@@H:47]1[CH:48]2[CH2:51][CH2:52][N:45]([CH2:50][CH2:49]2)[CH2:46]1)=[O:11])=[O:7])([CH3:4])([CH3:2])[CH3:3]. The yield is 0.400.